Predict which catalyst facilitates the given reaction. From a dataset of Catalyst prediction with 721,799 reactions and 888 catalyst types from USPTO. (1) Reactant: [F:1][C:2]([F:16])([F:15])[C:3]1[C:4]2[CH2:14][CH2:13][CH2:12][C:5]=2[N:6]([CH2:8][C:9]([OH:11])=O)[N:7]=1.O[N:18]=[C:19]([C:21]1[CH:22]=[N:23][N:24]2[C:29]([CH3:30])=[CH:28][C:27]([CH3:31])=[N:26][C:25]=12)[NH2:20].Cl.C(N=C=NCCCN(C)C)C.O.ON1C2C=CC=CC=2N=N1. Product: [CH3:31][C:27]1[CH:28]=[C:29]([CH3:30])[N:24]2[N:23]=[CH:22][C:21]([C:19]3[N:18]=[C:9]([CH2:8][N:6]4[C:5]5[CH2:12][CH2:13][CH2:14][C:4]=5[C:3]([C:2]([F:1])([F:16])[F:15])=[N:7]4)[O:11][N:20]=3)=[C:25]2[N:26]=1. The catalyst class is: 39. (2) Reactant: [CH3:1][N:2]([C:19]1[CH:24]=[CH:23][N:22]=[C:21](S(C)=O)[N:20]=1)[C:3]1[CH:12]=[C:11]([C:13]2[CH:18]=[CH:17][CH:16]=[CH:15][CH:14]=2)[C:6]2[N:7]=[CH:8][N:9]([CH3:10])[C:5]=2[CH:4]=1.[NH2:28][CH:29]1[CH2:34][CH2:33][N:32]([C:35]([O:37][C:38]([CH3:41])([CH3:40])[CH3:39])=[O:36])[CH2:31][CH2:30]1. Product: [CH3:1][N:2]([C:3]1[CH:12]=[C:11]([C:13]2[CH:18]=[CH:17][CH:16]=[CH:15][CH:14]=2)[C:6]2[N:7]=[CH:8][N:9]([CH3:10])[C:5]=2[CH:4]=1)[C:19]1[CH:24]=[CH:23][N:22]=[C:21]([NH:28][CH:29]2[CH2:30][CH2:31][N:32]([C:35]([O:37][C:38]([CH3:41])([CH3:40])[CH3:39])=[O:36])[CH2:33][CH2:34]2)[N:20]=1. The catalyst class is: 12. (3) The catalyst class is: 8. Product: [I:1][C:2]1[CH:3]=[C:4]([C:8]2[O:17][N:31]=[C:30]([C:28]([O:27][CH2:26][CH3:25])=[O:29])[C:9]=2[C:10]([O:12][C:13]([CH3:14])([CH3:16])[CH3:15])=[O:11])[CH:5]=[CH:6][CH:7]=1. Reactant: [I:1][C:2]1[CH:3]=[C:4]([C:8](=[O:17])[CH2:9][C:10]([O:12][C:13]([CH3:16])([CH3:15])[CH3:14])=[O:11])[CH:5]=[CH:6][CH:7]=1.CCN(CC)CC.[CH3:25][CH2:26][O:27][C:28](/[C:30](/Cl)=[N:31]\O)=[O:29]. (4) Reactant: [N:1]1([CH2:7][CH:8]([OH:11])[CH2:9][OH:10])[CH2:6][CH2:5][CH2:4][CH2:3][CH2:2]1.[H-].[Na+].CS(O[CH2:19][CH2:20][CH2:21][CH2:22][CH2:23][CH2:24][CH2:25][CH2:26]/[CH:27]=[CH:28]\[CH2:29]/[CH:30]=[CH:31]\[CH2:32][CH2:33][CH2:34][CH2:35][CH3:36])(=O)=O. Product: [CH2:19]([O:11][CH:8]([CH2:9][O:10][CH2:19][CH2:20][CH2:21][CH2:22][CH2:23][CH2:24][CH2:25][CH2:26]/[CH:27]=[CH:28]\[CH2:29]/[CH:30]=[CH:31]\[CH2:32][CH2:33][CH2:34][CH2:35][CH3:36])[CH2:7][N:1]1[CH2:6][CH2:5][CH2:4][CH2:3][CH2:2]1)[CH2:20][CH2:21][CH2:22][CH2:23][CH2:24][CH2:25][CH2:26]/[CH:27]=[CH:28]\[CH2:29]/[CH:30]=[CH:31]\[CH2:32][CH2:33][CH2:34][CH2:35][CH3:36]. The catalyst class is: 11.